This data is from hERG potassium channel inhibition data for cardiac toxicity prediction from Karim et al.. The task is: Regression/Classification. Given a drug SMILES string, predict its toxicity properties. Task type varies by dataset: regression for continuous values (e.g., LD50, hERG inhibition percentage) or binary classification for toxic/non-toxic outcomes (e.g., AMES mutagenicity, cardiotoxicity, hepatotoxicity). Dataset: herg_karim. (1) The molecule is CCc1nc2c3c(ccc2o1)CCN(CCCSc1nnc(-c2cccc4nc(C)ccc24)n1C)CC3. The result is 1 (blocker). (2) The molecule is Cc1cc(-c2nnc(SCCCN3CC4CCN(c5ccc(C(F)(F)F)cc5)C4C3)n2C)on1. The result is 1 (blocker).